Dataset: Forward reaction prediction with 1.9M reactions from USPTO patents (1976-2016). Task: Predict the product of the given reaction. (1) Given the reactants CC(CCCCCCCCC(N[C@H]1[C@H](OC2C3OC4C=CC([C@@H](O)[C@@H]5NC(=O)[C@H](NC([C@@H]6N[C:64]([C@H:66]7NC(=O)[C@@H](CC8C=CC(OC=2C=C6C=3)=CC=8)N[C:84](=O)[C@H:83](NC)[C:78]2[CH:79]=[CH:80][C:81](O)=[C:76](C=2)[O:75][C:69]2[CH:70]=[C:71](O)[C:72](Cl)=[C:67]7[CH:68]=2)=O)=O)C2C=CC(O)=C(C=2)C2C(O[C@H]3O[C@H](CO)[C@@H](O)[C@H](O)[C@@H]3O)=CC(O)=CC=2[C@@H](C(NCCCN(C)C)=O)NC5=O)=CC=4Cl)O[C@H](C(O)=O)[C@@H](O)[C@@H]1O)=O)C.[CH:129]1[C:138]2[C:133](=[CH:134][CH:135]=[CH:136][CH:137]=2)[CH:132]=[CH:131][C:130]=1B(O)O.[C:142](=[O:145])([O-])[O-].[Na+].[Na+], predict the reaction product. The product is: [CH2:76]([O:75][C:69]1[CH:68]=[C:67]2[C:72](=[CH:71][C:70]=1[C:130]1[CH:131]=[CH:132][C:133]3[C:138](=[CH:137][CH:136]=[CH:135][CH:134]=3)[CH:129]=1)[C:142](=[O:145])[CH2:64][CH2:66]2)[C:81]1[CH:80]=[CH:79][CH:78]=[CH:83][CH:84]=1. (2) Given the reactants [CH2:1]1[C:13]2[C:8](=[CH:9][CH:10]=[CH:11][CH:12]=2)[C:7]2[C:2]1=[CH:3][CH:4]=[CH:5][CH:6]=2.C([Li])CCC.CCCCCC.[CH2:25](Br)[CH2:26][CH2:27][CH2:28][CH2:29][CH2:30][CH2:31][CH3:32], predict the reaction product. The product is: [CH2:25]([CH:1]1[C:2]2[CH:3]=[CH:4][CH:5]=[CH:6][C:7]=2[C:8]2[C:13]1=[CH:12][CH:11]=[CH:10][CH:9]=2)[CH2:26][CH2:27][CH2:28][CH2:29][CH2:30][CH2:31][CH3:32]. (3) Given the reactants [F:1][C:2]([F:37])([F:36])[C:3]1[CH:4]=[C:5]([CH:29]=[C:30]([C:32]([F:35])([F:34])[F:33])[CH:31]=1)[CH2:6][N:7]1[C:11]([Cl:12])=[C:10]([C:13]2[O:17][N:16]=[C:15]([CH2:18][OH:19])[C:14]=2[C:20]([C:22]2[CH:27]=[CH:26][CH:25]=[CH:24][C:23]=2Cl)=[O:21])[N:9]=[N:8]1.[NH:38]1[CH2:43][CH2:42][O:41][CH2:40][CH2:39]1, predict the reaction product. The product is: [F:36][C:2]([F:1])([F:37])[C:3]1[CH:4]=[C:5]([CH:29]=[C:30]([C:32]([F:33])([F:35])[F:34])[CH:31]=1)[CH2:6][N:7]1[C:11]([Cl:12])=[C:10]([C:13]2[O:17][N:16]=[C:15]([CH2:18][OH:19])[C:14]=2[C:20]([C:22]2[CH:27]=[CH:26][CH:25]=[CH:24][C:23]=2[N:38]2[CH2:43][CH2:42][O:41][CH2:40][CH2:39]2)=[O:21])[N:9]=[N:8]1. (4) Given the reactants [NH2:1][C:2]1[C:7]([C:8]2[CH:9]=[CH:10][C:11]([Cl:28])=[C:12]([CH:27]=2)[C:13]([NH:15][CH2:16][C:17]23[CH2:26][CH:21]4[CH2:22][CH:23]([CH2:25][CH:19]([CH2:20]4)[CH2:18]2)[CH2:24]3)=[O:14])=[CH:6][CH:5]=[CH:4][N:3]=1.[C:29]([O:33][C:34](=[O:37])[CH2:35]Br)([CH3:32])([CH3:31])[CH3:30], predict the reaction product. The product is: [CH3:30][C:29]([O:33][C:34](=[O:37])[CH2:35][NH:1][C:2]1[C:7]([C:8]2[CH:9]=[CH:10][C:11]([Cl:28])=[C:12]([C:13]([NH:15][CH2:16][C:17]34[CH2:18][CH:19]5[CH2:25][CH:23]([CH2:22][CH:21]([CH2:20]5)[CH2:26]3)[CH2:24]4)=[O:14])[CH:27]=2)=[CH:6][CH:5]=[CH:4][N:3]=1)([CH3:32])[CH3:31]. (5) Given the reactants Br[C:2]1[S:6][C:5]([C:7]([NH:9][C:10]2[CH:15]=[CH:14][CH:13]=[C:12]([O:16][CH3:17])[CH:11]=2)=[O:8])=[CH:4][CH:3]=1.[F:18][C:19]1[C:24]([O:25][CH3:26])=[CH:23][CH:22]=[CH:21][C:20]=1B(O)O, predict the reaction product. The product is: [F:18][C:19]1[C:24]([O:25][CH3:26])=[CH:23][CH:22]=[CH:21][C:20]=1[C:2]1[S:6][C:5]([C:7]([NH:9][C:10]2[CH:15]=[CH:14][CH:13]=[C:12]([O:16][CH3:17])[CH:11]=2)=[O:8])=[CH:4][CH:3]=1. (6) Given the reactants [NH2:1][C:2]1[N:6]([C@H:7]2[O:13][C@@H:12]([CH2:14][OH:15])[C@H:10]([OH:11])[C@@H:8]2[OH:9])[N:5]=[CH:4][C:3]=1[C:16]#[N:17].OO.C([OH:22])C, predict the reaction product. The product is: [NH2:1][C:2]1[N:6]([C@H:7]2[O:13][C@@H:12]([CH2:14][OH:15])[C@H:10]([OH:11])[C@@H:8]2[OH:9])[N:5]=[CH:4][C:3]=1[C:16]([NH2:17])=[O:22]. (7) Given the reactants O.[O:2]=[C:3]([CH2:5][N:6]([C:8](=[NH:10])[NH2:9])[CH3:7])[OH:4].[C:11]([OH:21])(=[O:20])[C:12]1[NH:19][C:17](=[O:18])[NH:16][C:14](=[O:15])[CH:13]=1, predict the reaction product. The product is: [C:11]([OH:21])(=[O:20])[C:12]1[NH:19][C:17](=[O:18])[NH:16][C:14](=[O:15])[CH:13]=1.[O:2]=[C:3]([CH2:5][N:6]([C:8](=[NH:9])[NH2:10])[CH3:7])[OH:4].[O:2]=[C:3]([CH2:5][N:6]([C:8](=[NH:9])[NH2:10])[CH3:7])[OH:4].[O:2]=[C:3]([CH2:5][N:6]([C:8](=[NH:9])[NH2:10])[CH3:7])[OH:4].